Dataset: Catalyst prediction with 721,799 reactions and 888 catalyst types from USPTO. Task: Predict which catalyst facilitates the given reaction. Reactant: [C:1](/[C:3](=[C:9]1/[CH2:10][CH2:11][C:12]2[C:17]/1=[CH:16][C:15]([F:18])=[CH:14][CH:13]=2)/C(OCC)=O)#[N:2].[C-:19]#[N:20].[K+]. Product: [C:1]([CH2:3][C:9]1([C:19]#[N:20])[C:17]2[C:12](=[CH:13][CH:14]=[C:15]([F:18])[CH:16]=2)[CH2:11][CH2:10]1)#[N:2]. The catalyst class is: 40.